Dataset: Catalyst prediction with 721,799 reactions and 888 catalyst types from USPTO. Task: Predict which catalyst facilitates the given reaction. (1) The catalyst class is: 2. Reactant: C(OC(=O)[NH:7][C:8]1[CH:13]=[C:12]([CH3:14])[C:11]([Cl:15])=[CH:10][C:9]=1[NH:16][C:17](=[O:35])[CH2:18][C:19]([C:21]1[CH:26]=[CH:25][CH:24]=[C:23]([C:27]2[CH:28]=[N:29][C:30]([CH2:33][CH3:34])=[CH:31][CH:32]=2)[CH:22]=1)=O)(C)(C)C.C(O)(C(F)(F)F)=O. Product: [Cl:15][C:11]1[C:12]([CH3:14])=[CH:13][C:8]2[N:7]=[C:19]([C:21]3[CH:26]=[CH:25][CH:24]=[C:23]([C:27]4[CH:28]=[N:29][C:30]([CH2:33][CH3:34])=[CH:31][CH:32]=4)[CH:22]=3)[CH2:18][C:17](=[O:35])[NH:16][C:9]=2[CH:10]=1. (2) Reactant: [OH:1][C:2]1[C:15]2[C:6](=[N:7][C:8]3[C:13]([C:14]=2[C:16]([N:18]2[CH2:23][CH2:22][N:21]([C:24]4[CH:29]=[CH:28][CH:27]=[C:26]([O:30][CH3:31])[CH:25]=4)[CH2:20][CH2:19]2)=[O:17])=[CH:12][CH:11]=[CH:10][CH:9]=3)[CH:5]=[C:4]([OH:32])[CH:3]=1.[P:33](Cl)([O:42][C:43]1[CH:48]=[CH:47][CH:46]=[CH:45][CH:44]=1)([O:35][C:36]1[CH:41]=[CH:40][CH:39]=[CH:38][CH:37]=1)=[O:34].C(N([CH:56]([CH3:58])[CH3:57])CC)(C)C. Product: [P:33]([O:42][C:43]1[CH:48]=[CH:47][CH:46]=[CH:45][CH:44]=1)([O:35][C:36]1[CH:41]=[CH:40][CH:39]=[CH:38][CH:37]=1)([O:1][C:2]1[C:15]2[C:6](=[N:7][C:8]3[C:13]([C:14]=2[C:16]([N:18]2[CH2:19][CH2:20][N:21]([C:24]4[CH:29]=[CH:28][CH:27]=[C:26]([O:30][CH3:31])[CH:25]=4)[CH2:22][CH2:23]2)=[O:17])=[CH:12][CH:11]=[CH:10][CH:9]=3)[CH:5]=[C:4]([O:32][P:33]([O:42][C:57]2[CH:56]=[CH:58][CH:48]=[CH:43][CH:44]=2)([O:35][C:36]2[CH:41]=[CH:40][CH:39]=[CH:38][CH:37]=2)=[O:34])[CH:3]=1)=[O:34]. The catalyst class is: 529. (3) Reactant: Cl[C:2]1[C:3]2[C:4](=[CH:18][N:19](CC3C=CC(OC)=CC=3)[N:20]=2)[N:5]=[C:6]([C:8]2[CH:9]=[C:10]([CH:15]=[CH:16][CH:17]=2)[C:11]([O:13][CH3:14])=[O:12])[N:7]=1.[O:30]1[CH2:35][CH2:34][N:33]([C:36]2[CH:42]=[CH:41][C:39]([NH2:40])=[CH:38][CH:37]=2)[CH2:32][CH2:31]1.Cl. Product: [O:30]1[CH2:31][CH2:32][N:33]([C:36]2[CH:37]=[CH:38][C:39]([NH:40][C:2]3[C:3]4[NH:20][N:19]=[CH:18][C:4]=4[N:5]=[C:6]([C:8]4[CH:9]=[C:10]([CH:15]=[CH:16][CH:17]=4)[C:11]([O:13][CH3:14])=[O:12])[N:7]=3)=[CH:41][CH:42]=2)[CH2:34][CH2:35]1. The catalyst class is: 71. (4) Reactant: [NH2:1][C:2]1[CH:7]=[CH:6][CH:5]=[CH:4][C:3]=1[C:8]([F:11])([F:10])[F:9].N1C=CC=CC=1.Cl[C:19]([O:21][C:22]1[CH:27]=[CH:26][CH:25]=[CH:24][CH:23]=1)=[O:20].O. Product: [F:11][C:8]([F:9])([F:10])[C:3]1[CH:4]=[CH:5][CH:6]=[CH:7][C:2]=1[NH:1][C:19](=[O:20])[O:21][C:22]1[CH:27]=[CH:26][CH:25]=[CH:24][CH:23]=1. The catalyst class is: 7. (5) Reactant: [F:1][C:2]([F:31])([C:25]1[CH:30]=[CH:29][CH:28]=[CH:27][CH:26]=1)[C@H:3]([OH:24])[CH2:4][CH2:5][C@H:6]1[CH2:10][CH2:9][C:8](=[O:11])[N:7]1[CH2:12][CH2:13][CH2:14][CH2:15][CH2:16][CH2:17][C:18]([O:20]C(C)C)=[O:19].[Li+].[OH-].Cl. The catalyst class is: 5. Product: [F:31][C:2]([F:1])([C:25]1[CH:26]=[CH:27][CH:28]=[CH:29][CH:30]=1)[C@H:3]([OH:24])[CH2:4][CH2:5][C@H:6]1[CH2:10][CH2:9][C:8](=[O:11])[N:7]1[CH2:12][CH2:13][CH2:14][CH2:15][CH2:16][CH2:17][C:18]([OH:20])=[O:19].